From a dataset of HIV replication inhibition screening data with 41,000+ compounds from the AIDS Antiviral Screen. Binary Classification. Given a drug SMILES string, predict its activity (active/inactive) in a high-throughput screening assay against a specified biological target. (1) The result is 0 (inactive). The drug is COc1cccc(NC(S)=C(C(=O)c2ccc([N+](=O)[O-])cc2)[n+]2ccccc2)c1. (2) The molecule is COc1cc(C=C(NC(=O)c2ccccc2)c2nc3cncnc3[nH]2)cc(OC)c1OC. The result is 0 (inactive). (3) The result is 0 (inactive). The drug is N#CCN(Cc1ccccc1)C1CCCC1(O)C=Cc1ccc2c(c1)OCO2. (4) The compound is COc1ccccc1CNCCCCCCNCCSSCCNCCCCCCNCc1ccccc1OC. The result is 0 (inactive).